Dataset: Full USPTO retrosynthesis dataset with 1.9M reactions from patents (1976-2016). Task: Predict the reactants needed to synthesize the given product. Given the product [CH3:1][C:2]1[CH:6]=[C:5]([CH3:7])[N:4]([C:8]2[N:13]=[C:12]([NH:14][C:15](=[O:17])[CH3:16])[CH:11]=[C:10]([C:18]3[CH:23]=[C:22]([O:24][CH2:46][CH2:47][N:48]4[CH2:53][CH2:52][O:51][CH2:50][CH2:49]4)[CH:21]=[C:20]([F:25])[CH:19]=3)[N:9]=2)[N:3]=1, predict the reactants needed to synthesize it. The reactants are: [CH3:1][C:2]1[CH:6]=[C:5]([CH3:7])[N:4]([C:8]2[N:13]=[C:12]([NH:14][C:15](=[O:17])[CH3:16])[CH:11]=[C:10]([C:18]3[CH:23]=[C:22]([OH:24])[CH:21]=[C:20]([F:25])[CH:19]=3)[N:9]=2)[N:3]=1.C1(P(C2C=CC=CC=2)C2C=CC=CC=2)C=CC=CC=1.O[CH2:46][CH2:47][N:48]1[CH2:53][CH2:52][O:51][CH2:50][CH2:49]1.N(C(OCC)=O)=NC(OCC)=O.C([O-])(O)=O.[Na+].